This data is from Reaction yield outcomes from USPTO patents with 853,638 reactions. The task is: Predict the reaction yield, written as a fraction of the theoretical maximum amount of product (1.0 means a 100% yield; for example, 0.34 means a 34% yield). (1) The product is [C:1]([CH:5]([CH:21]1[CH2:22][C:23](=[O:25])[CH2:24]1)[C:6]([C:15]1[CH:16]=[CH:17][CH:18]=[CH:19][CH:20]=1)([C:9]1[CH:10]=[CH:11][CH:12]=[CH:13][CH:14]=1)[O:7][SiH3:8])([CH3:4])([CH3:2])[CH3:3]. The catalyst is C(O)(=O)C.[Zn]. The yield is 0.437. The reactants are [C:1]([CH:5]([CH:21]1[CH2:24][C:23](=[O:25])[C:22]1(Cl)Cl)[C:6]([C:15]1[CH:20]=[CH:19][CH:18]=[CH:17][CH:16]=1)([C:9]1[CH:14]=[CH:13][CH:12]=[CH:11][CH:10]=1)[O:7][SiH3:8])([CH3:4])([CH3:3])[CH3:2].C(OCC)C. (2) The reactants are [F:1][C:2]([F:9])([F:8])[C:3]([O:5]CC)=O.C[O-].[Na+].[CH3:13][C:14]([C:16]1[CH:21]=[CH:20][C:19]([F:22])=[CH:18][CH:17]=1)=[O:15]. The catalyst is C(OC)(C)(C)C.Cl. The product is [F:9][C:2]([F:1])([F:8])[C:3](=[O:5])[CH2:13][C:14]([C:16]1[CH:21]=[CH:20][C:19]([F:22])=[CH:18][CH:17]=1)=[O:15]. The yield is 0.970. (3) The reactants are [C:1]([O:5][C:6]([N:8]1[CH2:13][CH2:12][CH:11]([O:14][C:15]2[CH:20]=[CH:19][C:18]([CH2:21]C(=O)C)=[CH:17][CH:16]=2)[CH2:10][CH2:9]1)=[O:7])([CH3:4])([CH3:3])[CH3:2].O.[C:26]([OH:30])(=O)[CH:27]=O.O.[NH2:32][NH2:33].[CH3:34][CH2:35]O. No catalyst specified. The product is [C:1]([O:5][C:6]([N:8]1[CH2:9][CH2:10][CH:11]([O:14][C:15]2[CH:20]=[CH:19][C:18]([C:21]3[C:35]([CH3:34])=[N:32][NH:33][C:26](=[O:30])[CH:27]=3)=[CH:17][CH:16]=2)[CH2:12][CH2:13]1)=[O:7])([CH3:4])([CH3:3])[CH3:2]. The yield is 0.460. (4) The reactants are [N+:1]([C:4]1[CH:9]=[CH:8][C:7](/[CH:10]=[CH:11]/[CH2:12][CH2:13][CH2:14][CH2:15][CH2:16][CH3:17])=[CH:6][CH:5]=1)([O-])=O. The catalyst is [Pd].CO. The product is [CH2:10]([C:7]1[CH:6]=[CH:5][C:4]([NH2:1])=[CH:9][CH:8]=1)[CH2:11][CH2:12][CH2:13][CH2:14][CH2:15][CH2:16][CH3:17]. The yield is 0.850.